From a dataset of Full USPTO retrosynthesis dataset with 1.9M reactions from patents (1976-2016). Predict the reactants needed to synthesize the given product. (1) Given the product [Cl:8][C:6]1[CH:5]=[C:4]([C@:9]2([C:32]([F:34])([F:33])[F:35])[O:13][N:12]=[C:11]([C:14]3[S:18][C:17]([C:19]([NH:21][C@@H:22]4[CH2:26][CH2:25][NH:24][C:23]4=[O:27])=[O:20])=[C:16]4[CH2:28][CH2:29][CH2:30][CH2:31][C:15]=34)[CH2:10]2)[CH:3]=[C:2]([Cl:1])[CH:7]=1.[Cl:8][C:6]1[CH:5]=[C:4]([C@@:9]2([C:32]([F:34])([F:33])[F:35])[O:13][N:12]=[C:11]([C:14]3[S:18][C:17]([C:19]([NH:21][C@@H:22]4[CH2:26][CH2:25][NH:24][C:23]4=[O:27])=[O:20])=[C:16]4[CH2:28][CH2:29][CH2:30][CH2:31][C:15]=34)[CH2:10]2)[CH:3]=[C:2]([Cl:1])[CH:7]=1, predict the reactants needed to synthesize it. The reactants are: [Cl:1][C:2]1[CH:3]=[C:4]([C:9]2([C:32]([F:35])([F:34])[F:33])[O:13][N:12]=[C:11]([C:14]3[S:18][C:17]([C:19]([NH:21][C@@H:22]4[CH2:26][CH2:25][NH:24][C:23]4=[O:27])=[O:20])=[C:16]4[CH2:28][CH2:29][CH2:30][CH2:31][C:15]=34)[CH2:10]2)[CH:5]=[C:6]([Cl:8])[CH:7]=1.C(=O)=O.CO. (2) Given the product [NH2:1][C:2]1[CH:3]=[CH:4][C:5]([C:15]2[CH:16]=[CH:17][O:13][CH:14]=2)=[C:6]([CH:11]=1)[C:7]([O:9][CH3:10])=[O:8], predict the reactants needed to synthesize it. The reactants are: [NH2:1][C:2]1[CH:3]=[CH:4][C:5](Br)=[C:6]([CH:11]=1)[C:7]([O:9][CH3:10])=[O:8].[O:13]1[CH:17]=[CH:16][C:15](B(O)O)=[CH:14]1.C(=O)([O-])[O-].[K+].[K+].Cl. (3) Given the product [C:1](=[O:15])([O:2][C:3]1[CH:8]=[CH:7][C:6]([N+:9]([O-:11])=[O:10])=[CH:5][CH:4]=1)[O:14][CH2:18][I:16], predict the reactants needed to synthesize it. The reactants are: [C:1](=[O:15])([O-:14])[O:2][C:3]1[CH:8]=[CH:7][C:6]([N+:9]([O-:11])=[O:10])=[CH:5][C:4]=1CCl.[I-:16].[Na+].[CH3:18]C(C)=O. (4) Given the product [F:22][C:20]([F:23])([F:21])[C:11]1[CH:12]=[C:13]([C:16]([F:17])([F:18])[F:19])[CH:14]=[CH:15][C:10]=1[NH:9][C:6]1[CH:5]=[CH:4][C:3]([CH2:2][NH:1][C:36]([C:33]2([NH:32][C:30]([C:28]3[CH:27]=[N:26][CH:25]=[N:24][CH:29]=3)=[O:31])[CH2:35][CH2:34]2)=[O:37])=[N:8][CH:7]=1, predict the reactants needed to synthesize it. The reactants are: [NH2:1][CH2:2][C:3]1[N:8]=[CH:7][C:6]([NH:9][C:10]2[CH:15]=[CH:14][C:13]([C:16]([F:19])([F:18])[F:17])=[CH:12][C:11]=2[C:20]([F:23])([F:22])[F:21])=[CH:5][CH:4]=1.[N:24]1[CH:29]=[C:28]([C:30]([NH:32][C:33]2([C:36](O)=[O:37])[CH2:35][CH2:34]2)=[O:31])[CH:27]=[N:26][CH:25]=1. (5) Given the product [I:14][C:10]1[CH:11]=[N:12][C:13]2[C:8]([CH:9]=1)=[CH:7][CH:6]=[CH:5][C:4]=2[N+:1]([O-:3])=[O:2], predict the reactants needed to synthesize it. The reactants are: [N+:1]([C:4]1[CH:5]=[CH:6][CH:7]=[C:8]2[C:13]=1[N:12]=[CH:11][CH:10]=[CH:9]2)([O-:3])=[O:2].[I:14]N1C(=O)CCC1=O. (6) Given the product [Cl:1][C:2]1[N:10]=[C:9]2[C:5]([NH:6][CH:7]=[N:8]2)=[C:4]([CH:22]2[CH2:23][NH:24][CH2:25][CH2:26][N:21]2[C:19]([O:18][CH2:17][CH2:16][Si:13]([CH3:15])([CH3:14])[CH3:12])=[O:20])[N:3]=1, predict the reactants needed to synthesize it. The reactants are: [Cl:1][C:2]1[N:10]=[C:9]2[C:5]([NH:6][CH:7]=[N:8]2)=[C:4](Cl)[N:3]=1.[CH3:12][Si:13]([CH2:16][CH2:17][O:18][C:19]([N:21]1[CH2:26][CH2:25][NH:24][CH2:23][CH2:22]1)=[O:20])([CH3:15])[CH3:14].CCOC(C)=O.CCCCCC. (7) Given the product [F:16][C:17]1[CH:18]=[C:19]([N+:24]([O-:26])=[O:25])[CH:20]=[CH:21][C:22]=1[O:13][CH2:12][CH2:11][N:6]1[CH2:10][CH2:9][CH2:8][CH2:7]1, predict the reactants needed to synthesize it. The reactants are: C1COCC1.[N:6]1([CH2:11][CH2:12][OH:13])[CH2:10][CH2:9][CH2:8][CH2:7]1.[H-].[Na+].[F:16][C:17]1[CH:18]=[C:19]([N+:24]([O-:26])=[O:25])[CH:20]=[CH:21][C:22]=1F. (8) Given the product [CH:5]([C:8]1[CH:13]=[CH:12][CH:11]=[C:10]([CH:14]([CH3:16])[CH3:15])[C:9]=1[N:17]1[C:26](=[O:27])[C:25]2[CH:28]=[CH:29][C:30]3[O:31][C:32]4[C:37]([C:22]5[C:23]=3[C:24]=2[C:19](=[CH:20][CH:21]=5)[C:18]1=[O:40])=[CH:36][C:35]([OH:38])=[CH:34][CH:33]=4)([CH3:6])[CH3:7], predict the reactants needed to synthesize it. The reactants are: B(Br)(Br)Br.[CH:5]([C:8]1[CH:13]=[CH:12][CH:11]=[C:10]([CH:14]([CH3:16])[CH3:15])[C:9]=1[N:17]1[C:26](=[O:27])[C:25]2[CH:28]=[CH:29][C:30]3[O:31][C:32]4[C:37]([C:22]5[C:23]=3[C:24]=2[C:19](=[CH:20][CH:21]=5)[C:18]1=[O:40])=[CH:36][C:35]([O:38]C)=[CH:34][CH:33]=4)([CH3:7])[CH3:6].C([O-])(O)=O.[Na+].